This data is from Catalyst prediction with 721,799 reactions and 888 catalyst types from USPTO. The task is: Predict which catalyst facilitates the given reaction. (1) Reactant: S(Cl)([Cl:3])=O.[ClH:5].O[C:7]([C:23]1[CH:28]=[CH:27][CH:26]=[CH:25][CH:24]=1)([C:17]1[CH:22]=[CH:21][CH:20]=[CH:19][CH:18]=1)[C:8]([O:10][CH:11]1[CH2:16][CH2:15][NH:14][CH2:13][CH2:12]1)=[O:9]. Product: [ClH:3].[Cl:5][C:7]([C:23]1[CH:28]=[CH:27][CH:26]=[CH:25][CH:24]=1)([C:17]1[CH:22]=[CH:21][CH:20]=[CH:19][CH:18]=1)[C:8]([O:10][CH:11]1[CH2:16][CH2:15][NH:14][CH2:13][CH2:12]1)=[O:9]. The catalyst class is: 9. (2) Reactant: Br[C:2]1[C:3]([O:10][CH2:11][CH3:12])=[CH:4][C:5](=[O:9])[N:6]([CH3:8])[CH:7]=1.[B:13]1([B:13]2[O:17][C:16]([CH3:19])([CH3:18])[C:15]([CH3:21])([CH3:20])[O:14]2)[O:17][C:16]([CH3:19])([CH3:18])[C:15]([CH3:21])([CH3:20])[O:14]1.C1(P(C2CCCCC2)C2C=CC=CC=2C2C(C(C)C)=CC(C(C)C)=CC=2C(C)C)CCCCC1.C([O-])(=O)C.[K+]. The catalyst class is: 62. Product: [CH2:11]([O:10][C:3]1[C:2]([B:13]2[O:17][C:16]([CH3:19])([CH3:18])[C:15]([CH3:21])([CH3:20])[O:14]2)=[CH:7][N:6]([CH3:8])[C:5](=[O:9])[CH:4]=1)[CH3:12]. (3) Reactant: CC(C)(C)C([NH:5][C:6]1[C:17]([C:18]([O:20][CH3:21])=[O:19])=[C:10]2[N:11]=[C:12]3[CH2:16][CH2:15][CH2:14][N:13]3[C:9]2=[CH:8][CH:7]=1)=O.S(=O)(=O)(O)O. Product: [NH2:5][C:6]1[C:17]([C:18]([O:20][CH3:21])=[O:19])=[C:10]2[N:11]=[C:12]3[CH2:16][CH2:15][CH2:14][N:13]3[C:9]2=[CH:8][CH:7]=1. The catalyst class is: 5. (4) Reactant: [CH:1]1([NH2:4])[CH2:3][CH2:2]1.N1C=CC=CC=1.[C:11]1([CH2:17][C:18](Cl)=O)[CH:16]=[CH:15][CH:14]=[CH:13][CH:12]=1. Product: [C:11]1([CH2:17][CH2:18][NH:4][CH:1]2[CH2:3][CH2:2]2)[CH:16]=[CH:15][CH:14]=[CH:13][CH:12]=1. The catalyst class is: 410. (5) Reactant: [CH:1]1([OH:7])[CH2:6][CH2:5][CH2:4][CH2:3][CH2:2]1.N1C=CC=CC=1.Cl[C:15]([O:17][C:18]1[CH:23]=[CH:22][C:21]([N+:24]([O-:26])=[O:25])=[CH:20][CH:19]=1)=[O:16]. Product: [C:15](=[O:16])([O:17][C:18]1[CH:19]=[CH:20][C:21]([N+:24]([O-:26])=[O:25])=[CH:22][CH:23]=1)[O:7][CH:1]1[CH2:6][CH2:5][CH2:4][CH2:3][CH2:2]1. The catalyst class is: 1. (6) Reactant: [O:1]=[C:2]1[CH2:7][CH2:6][CH2:5][CH:4]([C:8]([OH:10])=[O:9])[CH2:3]1.C([Mg]Br)[C:12]1[CH:17]=[CH:16][C:15]([O:18][CH3:19])=[CH:14][CH:13]=1. Product: [OH:1][C:2]1([C:12]2[CH:17]=[CH:16][C:15]([O:18][CH3:19])=[CH:14][CH:13]=2)[CH2:7][CH2:6][CH2:5][CH:4]([C:8]([OH:10])=[O:9])[CH2:3]1. The catalyst class is: 7. (7) Reactant: [H-].[Na+].[O:3]1[CH2:7][CH2:6][CH:5]([C:8]2[O:9][C:10]3[C:16]([OH:17])=[CH:15][CH:14]=[CH:13][C:11]=3[CH:12]=2)[CH2:4]1.[Si:18](Cl)([C:21]([CH3:24])([CH3:23])[CH3:22])([CH3:20])[CH3:19]. Product: [C:21]([Si:18]([CH3:20])([CH3:19])[O:17][C:16]1[C:10]2[O:9][C:8]([CH:5]3[CH2:6][CH2:7][O:3][CH2:4]3)=[CH:12][C:11]=2[CH:13]=[CH:14][CH:15]=1)([CH3:24])([CH3:23])[CH3:22]. The catalyst class is: 7. (8) Reactant: [Br:1][C:2]1[CH:3]=[C:4]2[C:8](=[CH:9][CH:10]=1)[CH2:7][CH:6]([C:11](OCC)=[O:12])[CH2:5]2.BrC1C=C2C(=CC=1)C(=O)CC2.[H-].[H-].[H-].[H-].[Li+].[Al+3]. Product: [Br:1][C:2]1[CH:3]=[C:4]2[C:8](=[CH:9][CH:10]=1)[CH2:7][CH:6]([CH2:11][OH:12])[CH2:5]2. The catalyst class is: 1.